Dataset: Full USPTO retrosynthesis dataset with 1.9M reactions from patents (1976-2016). Task: Predict the reactants needed to synthesize the given product. (1) Given the product [Cl:21][C:16]1[CH:17]=[CH:18][CH:19]=[CH:20][C:15]=1[S:12]([N:9]1[CH2:10][CH2:11][C:6]2([C:4](=[O:5])[N:35]([CH2:34][C:33]3[CH:36]=[CH:37][CH:38]=[C:31]([Cl:30])[CH:32]=3)[CH2:23][CH2:22]2)[CH2:7][CH2:8]1)(=[O:13])=[O:14], predict the reactants needed to synthesize it. The reactants are: C(O[C:4]([C:6]1([CH2:22][CH2:23]OC)[CH2:11][CH2:10][N:9]([S:12]([C:15]2[CH:20]=[CH:19][CH:18]=[CH:17][C:16]=2[Cl:21])(=[O:14])=[O:13])[CH2:8][CH2:7]1)=[O:5])C.[Cl-].C[Al+]C.[Cl:30][C:31]1[CH:32]=[C:33]([CH:36]=[CH:37][CH:38]=1)[CH2:34][NH2:35]. (2) Given the product [Si:8]([O:7][CH2:6][C@H:2]1[CH2:3][CH2:4][O:5][C:21](=[O:22])[NH:1]1)([C:11]([CH3:14])([CH3:13])[CH3:12])([CH3:10])[CH3:9], predict the reactants needed to synthesize it. The reactants are: [NH2:1][C@@H:2]([CH2:6][O:7][Si:8]([C:11]([CH3:14])([CH3:13])[CH3:12])([CH3:10])[CH3:9])[CH2:3][CH2:4][OH:5].N1C=CC=CC=1.[C:21](Cl)(Cl)=[O:22]. (3) The reactants are: Br[C:2]1[CH:15]=[CH:14][C:5]([C:6]([NH:8][CH2:9][CH2:10][N:11]([CH3:13])[CH3:12])=[O:7])=[C:4]([F:16])[CH:3]=1.CN(C)CCNC(=O)C1C=CC([NH:29][C:30]2[N:35]=[C:34]([C:36]3[N:37]([CH:42]([CH3:44])[CH3:43])[C:38]([CH3:41])=[N:39][CH:40]=3)[CH:33]=[CH:32][N:31]=2)=CC=1. Given the product [CH3:12][N:11]([CH3:13])[CH2:10][CH2:9][NH:8][C:6](=[O:7])[C:5]1[CH:14]=[CH:15][C:2]([NH:29][C:30]2[N:35]=[C:34]([C:36]3[N:37]([CH:42]([CH3:44])[CH3:43])[C:38]([CH3:41])=[N:39][CH:40]=3)[CH:33]=[CH:32][N:31]=2)=[CH:3][C:4]=1[F:16], predict the reactants needed to synthesize it. (4) Given the product [C:2]([C:3]1[N:8]=[CH:7][N:6]=[C:5]([O:9][C:10]2[CH:11]=[C:12]3[C:16](=[CH:17][CH:18]=2)[N:15]([C:19]([NH:21][C:22]2[CH:26]=[C:25]([C:27]([F:29])([F:30])[F:28])[N:24]([CH3:31])[N:23]=2)=[O:20])[CH:14]=[CH:13]3)[CH:4]=1)(=[O:1])[NH2:86], predict the reactants needed to synthesize it. The reactants are: [OH:1][CH2:2][C:3]1[N:8]=[CH:7][N:6]=[C:5]([O:9][C:10]2[CH:11]=[C:12]3[C:16](=[CH:17][CH:18]=2)[N:15]([C:19]([NH:21][C:22]2[CH:26]=[C:25]([C:27]([F:30])([F:29])[F:28])[N:24]([CH3:31])[N:23]=2)=[O:20])[CH:14]=[CH:13]3)[CH:4]=1.CC(OI1(OC(C)=O)(OC(C)=O)OC(=O)C2C=CC=CC1=2)=O.C([O-])(O)=O.[Na+].Cl([O-])=O.[Na+].P([O-])(O)(O)=O.[Na+].CC(=CC)C.P([O-])([O-])([O-])=O.C(Cl)(=O)C(Cl)=O.C[N:86](C=O)C.N.O1CCOCC1. (5) Given the product [CH3:1][O:2][C:3]1[CH:8]=[CH:7][CH:6]=[CH:5][C:4]=1[C:9]1[S:13][N:12]=[C:11]([N:14]2[CH2:19][CH2:18][N:17]([C:28]([O:30][CH2:31][CH:32]([CH3:34])[CH3:33])=[O:29])[CH2:16][CH2:15]2)[N:10]=1, predict the reactants needed to synthesize it. The reactants are: [CH3:1][O:2][C:3]1[CH:8]=[CH:7][CH:6]=[CH:5][C:4]=1[C:9]1[S:13][N:12]=[C:11]([N:14]2[CH2:19][CH2:18][NH:17][CH2:16][CH2:15]2)[N:10]=1.C(N(CC)CC)C.Cl[C:28]([O:30][CH2:31][CH:32]([CH3:34])[CH3:33])=[O:29]. (6) Given the product [CH2:41]([N:3]([CH2:1][CH3:2])[C:4]1[CH:9]=[CH:8][C:7]([NH:10][C:11](=[O:12])[C:13]2[CH:21]=[CH:20][CH:19]=[C:15]([C:16]([N:44]([CH3:43])[CH2:45][CH2:46][N:47]3[CH2:52][CH2:51][O:50][CH2:49][CH2:48]3)=[O:18])[CH:14]=2)=[C:6]([C:22]2[CH:27]=[C:26]([C:28](=[O:40])[NH:29][C@@H:30]3[C:39]4[C:34](=[CH:35][CH:36]=[CH:37][CH:38]=4)[CH2:33][CH2:32][CH2:31]3)[CH:25]=[CH:24][N:23]=2)[CH:5]=1)[CH3:42], predict the reactants needed to synthesize it. The reactants are: [CH2:1]([N:3]([CH2:41][CH3:42])[C:4]1[CH:9]=[CH:8][C:7]([NH:10][C:11]([C:13]2[CH:14]=[C:15]([CH:19]=[CH:20][CH:21]=2)[C:16]([OH:18])=O)=[O:12])=[C:6]([C:22]2[CH:27]=[C:26]([C:28](=[O:40])[NH:29][C@@H:30]3[C:39]4[C:34](=[CH:35][CH:36]=[CH:37][CH:38]=4)[CH2:33][CH2:32][CH2:31]3)[CH:25]=[CH:24][N:23]=2)[CH:5]=1)[CH3:2].[CH3:43][NH:44][CH2:45][CH2:46][N:47]1[CH2:52][CH2:51][O:50][CH2:49][CH2:48]1.CCN(C(C)C)C(C)C.CN(C(ON1N=NC2C=CC=NC1=2)=[N+](C)C)C.F[P-](F)(F)(F)(F)F. (7) The reactants are: [C:1]([C:4]1[S:8][C:7]([N:9]2[CH2:13][CH2:12][NH:11][C:10]2=[O:14])=[N:6][C:5]=1[CH3:15])(=[O:3])[CH3:2].C(=O)([O-])[O-].[K+].[K+].[CH:22]1([CH2:25][CH2:26]OS(C2C=CC(C)=CC=2)(=O)=O)[CH2:24][CH2:23]1. Given the product [C:1]([C:4]1[S:8][C:7]([N:9]2[CH2:13][CH2:12][N:11]([CH2:26][CH2:25][CH:22]3[CH2:24][CH2:23]3)[C:10]2=[O:14])=[N:6][C:5]=1[CH3:15])(=[O:3])[CH3:2], predict the reactants needed to synthesize it. (8) Given the product [F:37][C:35]([F:36])([F:38])[C:33]1[CH:32]=[C:31]([C:39]([CH3:44])([CH3:43])[C:40]([N:8]([C:5]2[CH:6]=[N:7][C:2]([Cl:1])=[CH:3][C:4]=2[C:10]2[CH:15]=[CH:14][CH:13]=[CH:12][C:11]=2[Cl:16])[CH3:9])=[O:41])[CH:30]=[C:29]([C:28]([F:27])([F:45])[F:46])[CH:34]=1, predict the reactants needed to synthesize it. The reactants are: [Cl:1][C:2]1[N:7]=[CH:6][C:5]([NH:8][CH3:9])=[C:4]([C:10]2[CH:15]=[CH:14][CH:13]=[CH:12][C:11]=2[Cl:16])[CH:3]=1.C[Si](C)(C)[N-][Si](C)(C)C.[K+].[F:27][C:28]([F:46])([F:45])[C:29]1[CH:30]=[C:31]([C:39]([CH3:44])([CH3:43])[C:40](Cl)=[O:41])[CH:32]=[C:33]([C:35]([F:38])([F:37])[F:36])[CH:34]=1.